Dataset: TCR-epitope binding with 47,182 pairs between 192 epitopes and 23,139 TCRs. Task: Binary Classification. Given a T-cell receptor sequence (or CDR3 region) and an epitope sequence, predict whether binding occurs between them. (1) The epitope is FVDGVPFVV. The TCR CDR3 sequence is CASSFVSQGNTEAFF. Result: 1 (the TCR binds to the epitope). (2) The epitope is LLQTGIHVRVSQPSL. The TCR CDR3 sequence is CASSLDGLTDSPLHF. Result: 0 (the TCR does not bind to the epitope).